From a dataset of Reaction yield outcomes from USPTO patents with 853,638 reactions. Predict the reaction yield, written as a fraction of the theoretical maximum amount of product (1.0 means a 100% yield; for example, 0.34 means a 34% yield). The reactants are Cl[C:2]1[C:3]2[S:10][CH:9]=[C:8]([C:11]([NH:13][C:14]3[C:19]([F:20])=[CH:18][CH:17]=[C:16]([NH:21][S:22]([CH2:25][CH:26]([CH3:28])[CH3:27])(=[O:24])=[O:23])[C:15]=3[Cl:29])=[O:12])[C:4]=2[N:5]=[CH:6][N:7]=1.[NH3:30]. The catalyst is C(O)(C)C. The product is [Cl:29][C:15]1[C:16]([NH:21][S:22]([CH2:25][CH:26]([CH3:27])[CH3:28])(=[O:23])=[O:24])=[CH:17][CH:18]=[C:19]([F:20])[C:14]=1[NH:13][C:11]([C:8]1[C:4]2[N:5]=[CH:6][N:7]=[C:2]([NH2:30])[C:3]=2[S:10][CH:9]=1)=[O:12]. The yield is 0.760.